Dataset: NCI-60 drug combinations with 297,098 pairs across 59 cell lines. Task: Regression. Given two drug SMILES strings and cell line genomic features, predict the synergy score measuring deviation from expected non-interaction effect. (1) Drug 1: CCCCCOC(=O)NC1=NC(=O)N(C=C1F)C2C(C(C(O2)C)O)O. Drug 2: CNC(=O)C1=NC=CC(=C1)OC2=CC=C(C=C2)NC(=O)NC3=CC(=C(C=C3)Cl)C(F)(F)F. Cell line: DU-145. Synergy scores: CSS=2.43, Synergy_ZIP=0.506, Synergy_Bliss=3.02, Synergy_Loewe=1.25, Synergy_HSA=1.95. (2) Drug 1: CC1OCC2C(O1)C(C(C(O2)OC3C4COC(=O)C4C(C5=CC6=C(C=C35)OCO6)C7=CC(=C(C(=C7)OC)O)OC)O)O. Drug 2: C1=NC2=C(N=C(N=C2N1C3C(C(C(O3)CO)O)F)Cl)N. Cell line: MALME-3M. Synergy scores: CSS=42.5, Synergy_ZIP=-6.78, Synergy_Bliss=-2.81, Synergy_Loewe=-11.5, Synergy_HSA=-1.03. (3) Drug 1: CC12CCC3C(C1CCC2=O)CC(=C)C4=CC(=O)C=CC34C. Drug 2: C1CC(=O)NC(=O)C1N2C(=O)C3=CC=CC=C3C2=O. Cell line: NCI-H226. Synergy scores: CSS=27.1, Synergy_ZIP=-8.08, Synergy_Bliss=-2.30, Synergy_Loewe=-2.51, Synergy_HSA=-2.69. (4) Drug 1: CC(CN1CC(=O)NC(=O)C1)N2CC(=O)NC(=O)C2. Drug 2: N.N.Cl[Pt+2]Cl. Cell line: DU-145. Synergy scores: CSS=12.9, Synergy_ZIP=-1.47, Synergy_Bliss=3.33, Synergy_Loewe=3.19, Synergy_HSA=4.00.